This data is from Forward reaction prediction with 1.9M reactions from USPTO patents (1976-2016). The task is: Predict the product of the given reaction. (1) Given the reactants [C:1]1([CH:7]([C:26]2[CH:31]=[CH:30][CH:29]=[CH:28][CH:27]=2)[CH2:8][N:9]([CH2:22][CH2:23][CH2:24][OH:25])[CH2:10][C:11]2[CH:16]=[CH:15][CH:14]=[C:13]([C:17]([F:20])([F:19])[F:18])[C:12]=2[Cl:21])[CH:6]=[CH:5][CH:4]=[CH:3][CH:2]=1.O[C:33]1[CH:34]=[C:35]([CH:40]=[CH:41][CH:42]=1)[C:36]([O:38][CH3:39])=[O:37].C1C=CC(P(C2C=CC=CC=2)C2C=CC=CC=2)=CC=1.CC(OC(/N=N/C(OC(C)C)=O)=O)C, predict the reaction product. The product is: [C:26]1([CH:7]([C:1]2[CH:2]=[CH:3][CH:4]=[CH:5][CH:6]=2)[CH2:8][N:9]([CH2:22][CH2:23][CH2:24][O:25][C:33]2[CH:42]=[CH:41][CH:40]=[C:35]([C:36]([O:38][CH3:39])=[O:37])[CH:34]=2)[CH2:10][C:11]2[CH:16]=[CH:15][CH:14]=[C:13]([C:17]([F:19])([F:20])[F:18])[C:12]=2[Cl:21])[CH:27]=[CH:28][CH:29]=[CH:30][CH:31]=1. (2) Given the reactants [F:1][C:2]1[CH:3]=[C:4]([O:21][CH3:22])[C:5]2[NH:9][C:8](=[O:10])[N:7]([C:11]3[CH:16]=[CH:15][C:14]([I:17])=[CH:13][C:12]=3[F:18])[C:6]=2[C:19]=1[F:20].[N+:23]([O-])([OH:25])=[O:24].C(OCC)(=O)C, predict the reaction product. The product is: [F:1][C:2]1[C:3]([N+:23]([O-:25])=[O:24])=[C:4]([O:21][CH3:22])[C:5]2[NH:9][C:8](=[O:10])[N:7]([C:11]3[CH:16]=[CH:15][C:14]([I:17])=[CH:13][C:12]=3[F:18])[C:6]=2[C:19]=1[F:20]. (3) Given the reactants [CH:1]([N:4]1[CH2:9][CH2:8][CH:7]([NH:10][C:11]([C:13]2[NH:14][C:15]([CH2:18][O:19][CH2:20][CH2:21][O:22][CH3:23])=[N:16][CH:17]=2)=[O:12])[CH2:6][CH2:5]1)([CH3:3])[CH3:2].COCCOCCO.[H-].[Na+].Br[CH2:35][C:36]([NH:38][C:39]1[CH:44]=[CH:43][C:42]([Cl:45])=[CH:41][N:40]=1)=[O:37], predict the reaction product. The product is: [CH:1]([N:4]1[CH2:5][CH2:6][CH:7]([NH:10][C:11]([C:13]2[N:14]([CH2:35][C:36](=[O:37])[NH:38][C:39]3[CH:44]=[CH:43][C:42]([Cl:45])=[CH:41][N:40]=3)[C:15]([CH2:18][O:19][CH2:20][CH2:21][O:22][CH3:23])=[N:16][CH:17]=2)=[O:12])[CH2:8][CH2:9]1)([CH3:3])[CH3:2]. (4) Given the reactants CS(O[CH2:6][CH2:7][C:8]1([CH2:12][CH2:13]OS(C)(=O)=O)[CH2:11][O:10][CH2:9]1)(=O)=O.[CH3:19][O:20][C:21]1[CH:28]=[C:27]([O:29][CH3:30])[CH:26]=[CH:25][C:22]=1[CH2:23][NH2:24].CCN(CC)CC, predict the reaction product. The product is: [CH3:19][O:20][C:21]1[CH:28]=[C:27]([O:29][CH3:30])[CH:26]=[CH:25][C:22]=1[CH2:23][N:24]1[CH2:6][CH2:7][C:8]2([CH2:9][O:10][CH2:11]2)[CH2:12][CH2:13]1. (5) Given the reactants [C:1]([C:5]1[N:6]=[C:7]2[CH:12]=[C:11]([NH:13][CH3:14])[CH:10]=[CH:9][N:8]2[C:15]=1[CH2:16][CH:17]1[CH2:22][CH2:21][CH2:20][CH2:19][CH2:18]1)([CH3:4])([CH3:3])[CH3:2].[C:23](Cl)(=[O:28])[CH2:24][CH:25]([CH3:27])[CH3:26].C(N(CC)CC)C, predict the reaction product. The product is: [C:1]([C:5]1[N:6]=[C:7]2[CH:12]=[C:11]([N:13]([CH3:14])[C:23](=[O:28])[CH2:24][CH:25]([CH3:27])[CH3:26])[CH:10]=[CH:9][N:8]2[C:15]=1[CH2:16][CH:17]1[CH2:18][CH2:19][CH2:20][CH2:21][CH2:22]1)([CH3:4])([CH3:2])[CH3:3]. (6) Given the reactants [C:1]([O:5][C:6]([N:8]1[CH2:12][C@@H:11]([CH2:13][NH:14][CH:15]([CH3:17])[CH3:16])[C@H:10]([C:18]([CH3:26])([CH3:25])[O:19][SiH2:20][C:21]([CH3:24])([CH3:23])[CH3:22])[CH2:9]1)=[O:7])([CH3:4])([CH3:3])[CH3:2].[CH3:27][O:28][CH2:29][CH2:30][CH2:31][O:32][C:33]1[CH:34]=[C:35]([CH:39]=[CH:40][C:41]=1[O:42][CH3:43])[C:36](O)=[O:37].O=C1N(P(Cl)(N2CCOC2=O)=O)CCO1.C(N(CC)CC)C, predict the reaction product. The product is: [C:1]([O:5][C:6]([N:8]1[CH2:12][C@@H:11]([CH2:13][N:14]([CH:15]([CH3:16])[CH3:17])[C:36](=[O:37])[C:35]2[CH:39]=[CH:40][C:41]([O:42][CH3:43])=[C:33]([O:32][CH2:31][CH2:30][CH2:29][O:28][CH3:27])[CH:34]=2)[C@H:10]([C:18]([CH3:26])([CH3:25])[O:19][SiH2:20][C:21]([CH3:24])([CH3:23])[CH3:22])[CH2:9]1)=[O:7])([CH3:4])([CH3:2])[CH3:3]. (7) The product is: [F:98][C:85]1[C:84]([NH:28][C:38]2[CH:43]=[CH:42][C:41]([CH2:44][C:10]3[C:4]4[C:5](=[N:6][CH:7]=[CH:2][CH:3]=4)[NH:8][CH:9]=3)=[CH:40][N:39]=2)=[C:89]([F:90])[C:88]([CH3:49])=[CH:87][C:86]=1[NH:91][S:92]([CH2:95][CH2:96][CH3:97])(=[O:93])=[O:94]. Given the reactants Cl[C:2]1[CH:3]=[C:4]2[C:10](I)=[CH:9][N:8]([Si](C(C)C)(C(C)C)C(C)C)[C:5]2=[N:6][CH:7]=1.C(OC(=O)[N:28]([C:38]1[CH:43]=[CH:42][C:41]([CH:44]=O)=[C:40](F)[N:39]=1)CC1C=NC(OC)=CC=1)(C)(C)C.I[C:49]1C2C(=NC=CC=2)N([Si](C(C)C)(C(C)C)C(C)C)C=1.C(OC(=O)N(C[C:84]1[C:89]([F:90])=[CH:88][CH:87]=[C:86]([NH:91][S:92]([CH2:95][CH2:96][CH3:97])(=[O:94])=[O:93])[C:85]=1[F:98])C1C=CC(C=O)=CN=1)(C)(C)C, predict the reaction product. (8) Given the reactants [CH3:1][O:2][CH2:3][CH2:4][O:5][CH2:6][CH2:7][O:8][CH2:9][CH2:10][O:11][CH2:12][CH2:13][OH:14].[H-].[Na+].[Cl:17][CH2:18][C:19]1[CH:24]=[CH:23][C:22]([CH2:25]Cl)=[CH:21][CH:20]=1, predict the reaction product. The product is: [Cl:17][CH2:18][C:19]1[CH:24]=[CH:23][C:22]([CH2:25][O:14][CH2:13][CH2:12][O:11][CH2:10][CH2:9][O:8][CH2:7][CH2:6][O:5][CH2:4][CH2:3][O:2][CH3:1])=[CH:21][CH:20]=1. (9) Given the reactants [SH:1][CH2:2][C:3]1([OH:9])[CH2:8][CH2:7][O:6][CH2:5][CH2:4]1.[C:10]1(=[O:21])[C:19]2[C:14](=[CH:15][CH:16]=[CH:17][CH:18]=2)[CH:13]=[CH:12][C:11]1=[O:20], predict the reaction product. The product is: [O:6]1[CH2:7][CH2:8][C:3]2([O:9][C:13]3[C:14]4[C:19]([C:10](=[O:21])[C:11](=[O:20])[C:12]=3[S:1][CH2:2]2)=[CH:18][CH:17]=[CH:16][CH:15]=4)[CH2:4][CH2:5]1.